This data is from Forward reaction prediction with 1.9M reactions from USPTO patents (1976-2016). The task is: Predict the product of the given reaction. (1) Given the reactants [CH3:1][N:2]1[CH2:7][CH2:6][C:5](=[O:8])[CH2:4][CH2:3]1.[Si](OS(C(F)(F)F)(=O)=O)(C)(C)C.[F:21][C:22]1[CH:36]=[CH:35][C:25]([CH:26](O)[C:27]2[CH:32]=[CH:31][C:30]([F:33])=[CH:29][CH:28]=2)=[CH:24][CH:23]=1.C(=O)(O)[O-].[Na+], predict the reaction product. The product is: [F:21][C:22]1[CH:23]=[CH:24][C:25]([CH:26]([C:27]2[CH:32]=[CH:31][C:30]([F:33])=[CH:29][CH:28]=2)[CH:4]2[C:5](=[O:8])[CH2:6][CH2:7][N:2]([CH3:1])[CH2:3]2)=[CH:35][CH:36]=1. (2) Given the reactants [NH:1]1[C:5]([C:6]2[CH:12]=[CH:11][CH:10]=[CH:9][C:7]=2[NH2:8])=[CH:4][N:3]=[CH:2]1.N1C=CC=CC=1.[C:19](Cl)(=[O:21])[CH3:20], predict the reaction product. The product is: [NH:3]1[CH:4]=[C:5]([C:6]2[CH:12]=[CH:11][CH:10]=[CH:9][C:7]=2[NH:8][C:19](=[O:21])[CH3:20])[N:1]=[CH:2]1. (3) Given the reactants [CH3:1][C:2]1[CH:7]=[C:6]([C:8]2[C:16]3[C:11](=[CH:12][CH:13]=[C:14]([C:17](O)=[O:18])[CH:15]=3)[N:10]([C:20]([C:33]3[CH:38]=[CH:37][CH:36]=[CH:35][CH:34]=3)([C:27]3[CH:32]=[CH:31][CH:30]=[CH:29][CH:28]=3)[C:21]3[CH:26]=[CH:25][CH:24]=[CH:23][CH:22]=3)[N:9]=2)[CH:5]=[CH:4][N:3]=1.Cl.[F:40][C:41]1[CH:54]=[CH:53][CH:52]=[CH:51][C:42]=1[O:43][CH:44]1[CH2:49][CH2:48][CH2:47][CH:46]([NH2:50])[CH2:45]1.CN(C(ON1N=NC2C=CC=NC1=2)=[N+](C)C)C.F[P-](F)(F)(F)(F)F.CCN(C(C)C)C(C)C, predict the reaction product. The product is: [F:40][C:41]1[CH:54]=[CH:53][CH:52]=[CH:51][C:42]=1[O:43][CH:44]1[CH2:49][CH2:48][CH2:47][CH:46]([NH:50][C:17]([C:14]2[CH:15]=[C:16]3[C:11](=[CH:12][CH:13]=2)[N:10]([C:20]([C:21]2[CH:22]=[CH:23][CH:24]=[CH:25][CH:26]=2)([C:27]2[CH:32]=[CH:31][CH:30]=[CH:29][CH:28]=2)[C:33]2[CH:34]=[CH:35][CH:36]=[CH:37][CH:38]=2)[N:9]=[C:8]3[C:6]2[CH:5]=[CH:4][N:3]=[C:2]([CH3:1])[CH:7]=2)=[O:18])[CH2:45]1. (4) Given the reactants I[C:2]1[C:7]([N+:8]([O-:10])=[O:9])=[CH:6][N:5]=[C:4]2[O:11][CH2:12][CH2:13][C:3]=12.[OH:14][C@:15]1([CH3:30])[C@@H:20]([CH3:21])[CH2:19][NH:18][CH2:17][C@H:16]1[NH:22][C:23](=[O:29])[O:24][C:25]([CH3:28])([CH3:27])[CH3:26].CCN(C(C)C)C(C)C, predict the reaction product. The product is: [OH:14][C@:15]1([CH3:30])[C@@H:20]([CH3:21])[CH2:19][N:18]([C:2]2[C:7]([N+:8]([O-:10])=[O:9])=[CH:6][N:5]=[C:4]3[O:11][CH2:12][CH2:13][C:3]=23)[CH2:17][C@H:16]1[NH:22][C:23](=[O:29])[O:24][C:25]([CH3:28])([CH3:27])[CH3:26]. (5) Given the reactants [CH2:1](Br)[C:2]([C:4]1[CH:9]=[CH:8][CH:7]=[CH:6][CH:5]=1)=O.[NH2:11][C:12]1[CH:17]=[CH:16][C:15]([Br:18])=[CH:14][N:13]=1.C(=O)([O-])O.[Na+], predict the reaction product. The product is: [Br:18][C:15]1[CH:16]=[CH:17][C:12]2[N:13]([CH:1]=[C:2]([C:4]3[CH:9]=[CH:8][CH:7]=[CH:6][CH:5]=3)[N:11]=2)[CH:14]=1. (6) Given the reactants FC(F)(F)C(O)=O.FC(F)(F)C(O)=O.[NH2:15][CH2:16][C@H:17]1[CH2:22][CH2:21][C@H:20]([N:23]2[C:27]3=[C:28]4[S:34][CH:33]=[CH:32][C:29]4=[N:30][CH:31]=[C:26]3[N:25]=[C:24]2[C@H:35]([OH:37])[CH3:36])[CH2:19][CH2:18]1.C(N(CC)CC)C.Cl[C:46]([O:48][CH3:49])=[O:47], predict the reaction product. The product is: [OH:37][C@@H:35]([C:24]1[N:23]([C@H:20]2[CH2:21][CH2:22][C@H:17]([CH2:16][NH:15][C:46](=[O:47])[O:48][CH3:49])[CH2:18][CH2:19]2)[C:27]2=[C:28]3[S:34][CH:33]=[CH:32][C:29]3=[N:30][CH:31]=[C:26]2[N:25]=1)[CH3:36]. (7) Given the reactants Cl[C:2]1[N:3]=[C:4]([N:24]2[CH2:29][CH2:28][O:27][CH2:26][CH2:25]2)[C:5]2[N:11]=[CH:10][C:9]([C:12]3[CH:23]=[CH:22][C:15]([C:16]([NH:18][CH:19]4[CH2:21][CH2:20]4)=[O:17])=[CH:14][CH:13]=3)=[CH:8][C:6]=2[N:7]=1.[C:30]([O:34][C:35]([NH:37][C:38]1[N:43]=[CH:42][C:41](B(O)O)=[CH:40][N:39]=1)=[O:36])([CH3:33])([CH3:32])[CH3:31].P([O-])([O-])([O-])=O.[K+].[K+].[K+].CN(C=O)C, predict the reaction product. The product is: [CH:19]1([NH:18][C:16]([C:15]2[CH:22]=[CH:23][C:12]([C:9]3[CH:10]=[N:11][C:5]4[C:4]([N:24]5[CH2:29][CH2:28][O:27][CH2:26][CH2:25]5)=[N:3][C:2]([C:41]5[CH:42]=[N:43][C:38]([NH:37][C:35](=[O:36])[O:34][C:30]([CH3:32])([CH3:31])[CH3:33])=[N:39][CH:40]=5)=[N:7][C:6]=4[CH:8]=3)=[CH:13][CH:14]=2)=[O:17])[CH2:21][CH2:20]1. (8) Given the reactants [CH3:1][O:2][C:3](=[O:34])[CH2:4]/[CH:5]=[CH:6]/[C:7]1[CH:12]=[CH:11][CH:10]=[C:9]([C:13]#[N:14])[C:8]=1[O:15][CH2:16][C@H:17]([OH:33])[CH2:18][NH:19][C:20]([CH3:32])([CH3:31])[CH2:21][CH:22]1[CH2:30][C:29]2[C:24](=[CH:25][CH:26]=[CH:27][CH:28]=2)[CH2:23]1, predict the reaction product. The product is: [CH3:1][O:2][C:3](=[O:34])[CH2:4][CH2:5][CH2:6][C:7]1[CH:12]=[CH:11][CH:10]=[C:9]([C:13]#[N:14])[C:8]=1[O:15][CH2:16][C@H:17]([OH:33])[CH2:18][NH:19][C:20]([CH3:32])([CH3:31])[CH2:21][CH:22]1[CH2:23][C:24]2[C:29](=[CH:28][CH:27]=[CH:26][CH:25]=2)[CH2:30]1. (9) Given the reactants [CH2:1]([C:3]1[CH:8]=[CH:7][CH:6]=[CH:5][C:4]=1[OH:9])[CH3:2].[C:10](Cl)([CH3:13])([CH3:12])[CH3:11], predict the reaction product. The product is: [C:10]([C:7]1[CH:6]=[CH:5][C:4]([OH:9])=[C:3]([CH2:1][CH3:2])[CH:8]=1)([CH3:13])([CH3:12])[CH3:11]. (10) Given the reactants [Cl-].[CH:2]1([CH2:7][NH2+:8][CH2:9][CH2:10]Cl)[CH2:6][CH2:5][CH2:4][CH2:3]1.[Cl:12][C:13]1[CH:14]=[C:15]([N:20]=[C:21]=[S:22])[CH:16]=[CH:17][C:18]=1[Cl:19], predict the reaction product. The product is: [Cl:12][C:13]1[CH:14]=[C:15]([N:20]=[C:21]2[N:8]([CH2:7][CH:2]3[CH2:3][CH2:4][CH2:5][CH2:6]3)[CH2:9][CH2:10][S:22]2)[CH:16]=[CH:17][C:18]=1[Cl:19].